From a dataset of Forward reaction prediction with 1.9M reactions from USPTO patents (1976-2016). Predict the product of the given reaction. Given the reactants [NH2:1][C:2]1[N:3]=[C:4]([NH:17][CH:18]2[CH2:23][CH2:22][NH:21][CH2:20][CH2:19]2)[S:5][C:6]=1[C:7]([C:9]1[C:14]([F:15])=[CH:13][CH:12]=[CH:11][C:10]=1[F:16])=[O:8].C(N(CC)CC)C.[CH:31]([S:33](Cl)(=[O:35])=[O:34])=[CH2:32].Cl, predict the reaction product. The product is: [NH2:1][C:2]1[N:3]=[C:4]([NH:17][CH:18]2[CH2:23][CH2:22][N:21]([S:33]([CH:31]=[CH2:32])(=[O:35])=[O:34])[CH2:20][CH2:19]2)[S:5][C:6]=1[C:7]([C:9]1[C:14]([F:15])=[CH:13][CH:12]=[CH:11][C:10]=1[F:16])=[O:8].